Dataset: Full USPTO retrosynthesis dataset with 1.9M reactions from patents (1976-2016). Task: Predict the reactants needed to synthesize the given product. (1) Given the product [Cl:12][C:10]1[CH:11]=[C:2]([N:1]2[CH:20]=[CH:19][N:18]=[C:14]2[CH3:15])[C:3]([CH3:13])=[C:4]([CH:9]=1)[C:5]([O:7][CH3:8])=[O:6], predict the reactants needed to synthesize it. The reactants are: [NH2:1][C:2]1[C:3]([CH3:13])=[C:4]([CH:9]=[C:10]([Cl:12])[CH:11]=1)[C:5]([O:7][CH3:8])=[O:6].[C:14]([O-])(=O)[CH3:15].[NH4+:18].[CH:19](=O)[CH:20]=O.C(=O)C. (2) Given the product [Br:8][C:6]1[N:7]=[C:2]([N:24]2[C:25]3[C:21](=[CH:20][C:19]([O:26][CH3:27])=[C:18]([F:28])[C:17]=3[Cl:16])[CH2:22][CH2:23]2)[C:3](=[O:15])[N:4]([C@@H:9]([CH2:12][O:13][CH3:14])[CH2:10][CH3:11])[CH:5]=1, predict the reactants needed to synthesize it. The reactants are: Br[C:2]1[C:3](=[O:15])[N:4]([C@@H:9]([CH2:12][O:13][CH3:14])[CH2:10][CH3:11])[CH:5]=[C:6]([Br:8])[N:7]=1.[Cl:16][C:17]1[C:18]([F:28])=[C:19]([O:26][CH3:27])[CH:20]=[C:21]2[C:25]=1[NH:24][CH2:23][CH2:22]2.